This data is from Catalyst prediction with 721,799 reactions and 888 catalyst types from USPTO. The task is: Predict which catalyst facilitates the given reaction. Reactant: [N+:1]([C:4]1[CH:12]=[CH:11][C:7]([C:8](Cl)=[O:9])=[CH:6][CH:5]=1)([O-:3])=[O:2].Cl.[CH3:14][O:15][C:16](=[O:20])[CH2:17][NH:18][CH3:19].C(N(CC)CC)C. Product: [CH3:14][O:15][C:16](=[O:20])[CH2:17][N:18]([CH3:19])[C:8](=[O:9])[C:7]1[CH:11]=[CH:12][C:4]([N+:1]([O-:3])=[O:2])=[CH:5][CH:6]=1. The catalyst class is: 2.